From a dataset of Forward reaction prediction with 1.9M reactions from USPTO patents (1976-2016). Predict the product of the given reaction. (1) Given the reactants [CH3:1][C:2]([CH3:7])([OH:6])[C:3](O)=[O:4].[NH2:8][C@H:9]([C:11]([N:13]1[C:19](=[O:20])[CH:18]([CH3:21])[C:17]2[CH:22]=[CH:23][CH:24]=[CH:25][C:16]=2[C:15]2[C:26]([NH2:30])=[CH:27][CH:28]=[CH:29][C:14]1=2)=[O:12])[CH3:10], predict the reaction product. The product is: [OH:6][C:2]([CH3:7])([CH3:1])[C:3]([NH:8][C@H:9]([C:11]([N:13]1[C:19](=[O:20])[CH:18]([CH3:21])[C:17]2[CH:22]=[CH:23][CH:24]=[CH:25][C:16]=2[C:15]2[C:26]([NH2:30])=[CH:27][CH:28]=[CH:29][C:14]1=2)=[O:12])[CH3:10])=[O:4]. (2) Given the reactants [CH:1]1([CH2:5][N:6]2[C:15]3[CH2:14][CH2:13][N:12](C(OC(C)(C)C)=O)[CH2:11][C:10]=3[CH:9]=[C:8]([CH2:23][C:24]3[CH:29]=[CH:28][CH:27]=[CH:26][C:25]=3[F:30])[C:7]2=[O:31])[CH2:4][CH2:3][CH2:2]1.C(O)(C(F)(F)F)=O.C(Cl)Cl, predict the reaction product. The product is: [CH:1]1([CH2:5][N:6]2[C:15]3[CH2:14][CH2:13][NH:12][CH2:11][C:10]=3[CH:9]=[C:8]([CH2:23][C:24]3[CH:29]=[CH:28][CH:27]=[CH:26][C:25]=3[F:30])[C:7]2=[O:31])[CH2:4][CH2:3][CH2:2]1.